From a dataset of Full USPTO retrosynthesis dataset with 1.9M reactions from patents (1976-2016). Predict the reactants needed to synthesize the given product. (1) Given the product [C:4]([C:6]([CH3:37])([O:8][C:9]1[CH:14]=[CH:13][C:12]([CH2:15][CH2:16][CH2:17][C:18]([NH:20][N:21]([CH2:28][C:29]2[CH:34]=[CH:33][C:32]([Cl:35])=[C:31]([Cl:36])[CH:30]=2)[C:22]([NH:24][CH2:25][CH2:26][CH3:27])=[O:23])=[O:19])=[CH:11][CH:10]=1)[CH3:7])([OH:5])=[O:3], predict the reactants needed to synthesize it. The reactants are: C([O:3][C:4]([C:6]([CH3:37])([O:8][C:9]1[CH:14]=[CH:13][C:12]([CH2:15][CH2:16][CH2:17][C:18]([NH:20][N:21]([CH2:28][C:29]2[CH:34]=[CH:33][C:32]([Cl:35])=[C:31]([Cl:36])[CH:30]=2)[C:22]([NH:24][CH2:25][CH2:26][CH3:27])=[O:23])=[O:19])=[CH:11][CH:10]=1)[CH3:7])=[O:5])C.[OH-].[Na+]. (2) Given the product [Cl:1][CH2:2][CH2:3][CH2:4][O:5][C:6]1[CH:7]=[CH:8][C:9]([C:12]2[S:13][C:14]3[CH2:20][CH2:19][CH2:18][CH:17]([NH:26][C:29](=[O:38])[O:52][CH2:51][CH2:50][Si:49]([CH3:54])([CH3:53])[CH3:48])[C:15]=3[N:16]=2)=[CH:10][CH:11]=1, predict the reactants needed to synthesize it. The reactants are: [Cl:1][CH2:2][CH2:3][CH2:4][O:5][C:6]1[CH:11]=[CH:10][C:9]([C:12]2[S:13][C:14]3[CH2:20][CH2:19][CH2:18][CH:17](C(O)=O)[C:15]=3[N:16]=2)=[CH:8][CH:7]=1.C([N:26]([CH2:29]C)CC)C.C1(P(N=[N+]=[N-])(C2C=CC=CC=2)=[O:38])C=CC=CC=1.[CH3:48][Si:49]([CH3:54])([CH3:53])[CH2:50][CH2:51][OH:52].